From a dataset of Full USPTO retrosynthesis dataset with 1.9M reactions from patents (1976-2016). Predict the reactants needed to synthesize the given product. Given the product [CH:15]([N:4]1[C:3](=[O:18])[C:2]([NH:31][C:28]2[CH:27]=[CH:26][C:25]([N:19]3[CH2:24][CH2:23][CH2:22][CH2:21][CH2:20]3)=[CH:30][CH:29]=2)=[C:6]([C:7]2[CH:12]=[CH:11][CH:10]=[CH:9][CH:8]=2)[S:5]1(=[O:14])=[O:13])([CH3:17])[CH3:16], predict the reactants needed to synthesize it. The reactants are: Cl[C:2]1[C:3](=[O:18])[N:4]([CH:15]([CH3:17])[CH3:16])[S:5](=[O:14])(=[O:13])[C:6]=1[C:7]1[CH:12]=[CH:11][CH:10]=[CH:9][CH:8]=1.[N:19]1([C:25]2[CH:30]=[CH:29][C:28]([NH2:31])=[CH:27][CH:26]=2)[CH2:24][CH2:23][CH2:22][CH2:21][CH2:20]1.